Dataset: Forward reaction prediction with 1.9M reactions from USPTO patents (1976-2016). Task: Predict the product of the given reaction. (1) Given the reactants [CH2:1]([O:13][C@H:14]([CH2:17][O:18][CH2:19][CH2:20][CH2:21][CH2:22][CH2:23][CH2:24][CH2:25][CH2:26][CH2:27][CH2:28][CH2:29][CH3:30])[CH2:15][OH:16])[CH2:2][CH2:3][CH2:4][CH2:5][CH2:6][CH2:7][CH2:8][CH2:9][CH2:10][CH2:11][CH3:12].N1C=CC=CC=1.[F:37][C:38]([F:51])([F:50])[S:39](O[S:39]([C:38]([F:51])([F:50])[F:37])(=[O:41])=[O:40])(=[O:41])=[O:40], predict the reaction product. The product is: [F:37][C:38]([F:51])([F:50])[S:39]([O:16][CH2:15][C@H:14]([O:13][CH2:1][CH2:2][CH2:3][CH2:4][CH2:5][CH2:6][CH2:7][CH2:8][CH2:9][CH2:10][CH2:11][CH3:12])[CH2:17][O:18][CH2:19][CH2:20][CH2:21][CH2:22][CH2:23][CH2:24][CH2:25][CH2:26][CH2:27][CH2:28][CH2:29][CH3:30])(=[O:41])=[O:40]. (2) Given the reactants C(O[C:6]([N:8]1[CH2:12][C:11](=[CH:13][C:14]#[N:15])[CH2:10][C@H:9]1[C:16](O)=O)=[O:7])(C)(C)C.[C:19]([C:21]1[CH:29]=[CH:28][C:24](C(Cl)=O)=[CH:23][CH:22]=1)#[N:20].[C:30]1([NH2:37])[C:31]([NH2:36])=[CH:32][CH:33]=[CH:34][CH:35]=1, predict the reaction product. The product is: [NH:36]1[C:31]2[CH:32]=[CH:33][CH:34]=[CH:35][C:30]=2[N:37]=[C:16]1[C@@H:9]1[CH2:10][C:11](=[CH:13][C:14]#[N:15])[CH2:12][N:8]1[C:6]([C:24]1[CH:23]=[CH:22][C:21]([C:19]#[N:20])=[CH:29][CH:28]=1)=[O:7]. (3) Given the reactants Br[C:2]1[CH:7]=[CH:6][C:5]([CH3:8])=[CH:4][C:3]=1[NH2:9].C(O[C:13]([SH:15])=[S:14])C.[K], predict the reaction product. The product is: [SH:15][C:13]1[S:14][C:2]2[CH:7]=[CH:6][C:5]([CH3:8])=[CH:4][C:3]=2[N:9]=1. (4) Given the reactants [F:1][C:2]1[C:11]2[O:10][CH2:9][CH2:8][NH:7][C:6]=2[C:5]([N+:12]([O-])=O)=[CH:4][CH:3]=1, predict the reaction product. The product is: [F:1][C:2]1[C:11]2[O:10][CH2:9][CH2:8][NH:7][C:6]=2[C:5]([NH2:12])=[CH:4][CH:3]=1. (5) Given the reactants [Cl:1][C:2]1[C:3]([CH2:52][C:53]2[CH:58]=[CH:57][C:56]([CH2:59][CH3:60])=[CH:55][CH:54]=2)=[CH:4][C:5]([C@@:9]2([CH2:48][C:49]([CH3:51])=[CH2:50])[C@H:14]([O:15][CH2:16][C:17]3[CH:22]=[CH:21][CH:20]=[CH:19][CH:18]=3)[C@@H:13]([O:23][CH2:24][C:25]3[CH:30]=[CH:29][CH:28]=[CH:27][CH:26]=3)[C@H:12]([O:31][CH2:32][C:33]3[CH:38]=[CH:37][CH:36]=[CH:35][CH:34]=3)[C@@H:11]([CH2:39][O:40][CH2:41][C:42]3[CH:47]=[CH:46][CH:45]=[CH:44][CH:43]=3)[O:10]2)=[C:6]([OH:8])[CH:7]=1.CCOC(C)=O, predict the reaction product. The product is: [CH2:16]([O:15][C@@H:14]1[C@@H:13]([O:23][CH2:24][C:25]2[CH:30]=[CH:29][CH:28]=[CH:27][CH:26]=2)[C@H:12]([O:31][CH2:32][C:33]2[CH:38]=[CH:37][CH:36]=[CH:35][CH:34]=2)[C@@H:11]([CH2:39][O:40][CH2:41][C:42]2[CH:43]=[CH:44][CH:45]=[CH:46][CH:47]=2)[O:10][C@:9]21[C:5]1[C:6](=[CH:7][C:2]([Cl:1])=[C:3]([CH2:52][C:53]3[CH:58]=[CH:57][C:56]([CH2:59][CH3:60])=[CH:55][CH:54]=3)[CH:4]=1)[O:8][C:49]([CH3:51])([CH3:50])[CH2:48]2)[C:17]1[CH:18]=[CH:19][CH:20]=[CH:21][CH:22]=1. (6) Given the reactants [Br:1][C:2]1[CH:7]=[C:6]([C:8]([F:11])([F:10])[F:9])[C:5]([NH:12][C:13]([C:15]2[N:16]([CH3:26])[N:17]=[C:18]([C:22]([CH3:25])([CH3:24])[CH3:23])[C:19]=2[C:20]#[N:21])=O)=[C:4]([N+:27]([O-])=O)[CH:3]=1, predict the reaction product. The product is: [Br:1][C:2]1[CH:7]=[C:6]([C:8]([F:11])([F:10])[F:9])[C:5]2[NH:12][C:13]([C:15]3[N:16]([CH3:26])[N:17]=[C:18]([C:22]([CH3:25])([CH3:24])[CH3:23])[C:19]=3[C:20]#[N:21])=[N:27][C:4]=2[CH:3]=1.